Dataset: Reaction yield outcomes from USPTO patents with 853,638 reactions. Task: Predict the reaction yield, written as a fraction of the theoretical maximum amount of product (1.0 means a 100% yield; for example, 0.34 means a 34% yield). (1) The reactants are [Cl:1][C:2]1[CH:3]=[N+:4]([O-:50])[CH:5]=[C:6]([Cl:49])[C:7]=1[CH2:8][C@@H:9]([C:34]1[CH:39]=[CH:38][C:37]([O:40][CH:41]([F:43])[F:42])=[C:36]([O:44][CH2:45][CH:46]2[CH2:48][CH2:47]2)[CH:35]=1)[O:10][C:11](=[O:33])[CH2:12][O:13]C(C1C=CC=CC=1)(C1C=CC=CC=1)C1C=CC=CC=1.O. The catalyst is C(Cl)Cl.Br. The product is [Cl:49][C:6]1[CH:5]=[N+:4]([O-:50])[CH:3]=[C:2]([Cl:1])[C:7]=1[CH2:8][C@@H:9]([C:34]1[CH:39]=[CH:38][C:37]([O:40][CH:41]([F:43])[F:42])=[C:36]([O:44][CH2:45][CH:46]2[CH2:48][CH2:47]2)[CH:35]=1)[O:10][C:11](=[O:33])[CH2:12][OH:13]. The yield is 0.760. (2) The reactants are [F:1][CH2:2][CH2:3][N:4]1[CH2:9][CH2:8][N:7]([C:10]2[CH:11]=[CH:12][C:13]([NH2:16])=[N:14][CH:15]=2)[CH2:6][CH2:5]1.Br[C:18]1[C:19](=[O:26])[N:20]([CH3:25])[CH:21]=[C:22]([Br:24])[CH:23]=1.C(=O)([O-])[O-].[Cs+].[Cs+].CC1(C)C2C(=C(P(C3C=CC=CC=3)C3C=CC=CC=3)C=CC=2)OC2C(P(C3C=CC=CC=3)C3C=CC=CC=3)=CC=CC1=2. The catalyst is C(Cl)Cl.CO.O.C1C=CC(/C=C/C(/C=C/C2C=CC=CC=2)=O)=CC=1.C1C=CC(/C=C/C(/C=C/C2C=CC=CC=2)=O)=CC=1.C1C=CC(/C=C/C(/C=C/C2C=CC=CC=2)=O)=CC=1.[Pd].[Pd].O1CCOCC1. The product is [Br:24][C:22]1[CH:23]=[C:18]([NH:16][C:13]2[CH:12]=[CH:11][C:10]([N:7]3[CH2:6][CH2:5][N:4]([CH2:3][CH2:2][F:1])[CH2:9][CH2:8]3)=[CH:15][N:14]=2)[C:19](=[O:26])[N:20]([CH3:25])[CH:21]=1. The yield is 0.620. (3) The reactants are O.O.Cl[Sn]Cl.C(OC([N:13]1[CH2:17][CH2:16][CH:15]([C:18]2[CH:23]=[CH:22][C:21]([S:24]([C:27]3[CH:32]=[CH:31][C:30]([N+:33]([O-])=O)=[CH:29][CH:28]=3)(=[O:26])=[O:25])=[CH:20][C:19]=2[CH3:36])[CH2:14]1)=O)(C)(C)C.C([O-])(O)=O.[Na+]. The catalyst is C(O)(C)C. The product is [CH3:36][C:19]1[CH:20]=[C:21]([S:24]([C:27]2[CH:28]=[CH:29][C:30]([NH2:33])=[CH:31][CH:32]=2)(=[O:26])=[O:25])[CH:22]=[CH:23][C:18]=1[CH:15]1[CH2:16][CH2:17][NH:13][CH2:14]1. The yield is 0.830. (4) The reactants are [CH3:1][O:2][C:3]1[CH:4]=[C:5]2[C:10](=[CH:11][CH:12]=1)[C:9]([O:13][C@H:14]1[CH2:54][N:17]3[C:18](=[O:53])[C@@H:19]([NH:45]C(=O)OC(C)(C)C)[C@H:20]([CH3:44])[O:21][C@H:22]([CH3:43])[CH2:23][CH2:24][CH:25]=[CH:26][C@@H:27]4[CH2:32][C@@:28]4([C:33](=[O:42])[NH:34][S:35]([C:38]4([CH3:41])[CH2:40][CH2:39]4)(=[O:37])=[O:36])[NH:29][C:30](=[O:31])[C@@H:16]3[CH2:15]1)=[N:8][CH:7]=[CH:6]2.C(O)(C(F)(F)F)=O. The product is [NH2:45][C@@H:19]1[C:18](=[O:53])[N:17]2[CH2:54][C@H:14]([O:13][C:9]3[C:10]4[C:5](=[CH:4][C:3]([O:2][CH3:1])=[CH:12][CH:11]=4)[CH:6]=[CH:7][N:8]=3)[CH2:15][C@H:16]2[C:30](=[O:31])[NH:29][C@:28]2([C:33]([NH:34][S:35]([C:38]3([CH3:41])[CH2:39][CH2:40]3)(=[O:36])=[O:37])=[O:42])[CH2:32][C@H:27]2[CH:26]=[CH:25][CH2:24][CH2:23][C@@H:22]([CH3:43])[O:21][C@H:20]1[CH3:44]. The yield is 1.00. The catalyst is C(Cl)Cl. (5) The reactants are C(Cl)Cl.[F:4][C:5]1[CH:6]=[C:7]2[C:25](=[CH:26][CH:27]=1)[O:24][CH2:23][CH2:22][NH:21][CH2:20][C:19]1=[C:28]3[N:29]=[C:13]([CH:14]=[CH:15][N:16]3[N:17]=[CH:18]1)[N:12]1[C@@H:8]2[CH2:9][CH2:10][CH2:11]1.CCN(C(C)C)C(C)C.[CH3:39][S:40](Cl)(=[O:42])=[O:41]. The catalyst is CO. The product is [F:4][C:5]1[CH:6]=[C:7]2[C:25](=[CH:26][CH:27]=1)[O:24][CH2:23][CH2:22][N:21]([S:40]([CH3:39])(=[O:42])=[O:41])[CH2:20][C:19]1=[C:28]3[N:29]=[C:13]([CH:14]=[CH:15][N:16]3[N:17]=[CH:18]1)[N:12]1[C@@H:8]2[CH2:9][CH2:10][CH2:11]1. The yield is 0.508.